This data is from Full USPTO retrosynthesis dataset with 1.9M reactions from patents (1976-2016). The task is: Predict the reactants needed to synthesize the given product. (1) Given the product [C:12]([C:10]1[CH:9]=[CH:8][C:7]([CH3:18])=[C:6]([NH:5][C:3](=[O:4])[C:2]([F:19])([F:1])[F:20])[CH:11]=1)#[CH:13], predict the reactants needed to synthesize it. The reactants are: [F:1][C:2]([F:20])([F:19])[C:3]([NH:5][C:6]1[CH:11]=[C:10]([C:12]#[C:13][Si](C)(C)C)[CH:9]=[CH:8][C:7]=1[CH3:18])=[O:4].[F-].C([N+](CCCC)(CCCC)CCCC)CCC. (2) Given the product [CH3:23][C:13]1[S:14][C:15]([C:16]2[CH:17]=[C:18]([CH3:22])[CH:19]=[CH:20][CH:21]=2)=[C:11]([C:9]([N:8]2[CH2:7][C@H:6]3[C@H:4]([CH2:5]3)[C@H:3]2[CH2:2][NH:1][C:34]([C:33]2[C:28]3[O:27][CH2:26][CH2:25][O:24][C:29]=3[CH:30]=[CH:31][CH:32]=2)=[O:35])=[O:10])[N:12]=1, predict the reactants needed to synthesize it. The reactants are: [NH2:1][CH2:2][C@H:3]1[N:8]([C:9]([C:11]2[N:12]=[C:13]([CH3:23])[S:14][C:15]=2[C:16]2[CH:17]=[C:18]([CH3:22])[CH:19]=[CH:20][CH:21]=2)=[O:10])[CH2:7][C@H:6]2[C@@H:4]1[CH2:5]2.[O:24]1[C:29]2[CH:30]=[CH:31][CH:32]=[C:33]([C:34](O)=[O:35])[C:28]=2[O:27][CH2:26][CH2:25]1. (3) Given the product [CH2:10]([N:7]1[CH:8]=[N:9][C:5]([C:3]([OH:4])=[O:2])=[N:6]1)[C:11]1[CH:16]=[CH:15][CH:14]=[CH:13][CH:12]=1, predict the reactants needed to synthesize it. The reactants are: C[O:2][C:3]([C:5]1[N:9]=[CH:8][N:7]([CH2:10][C:11]2[CH:16]=[CH:15][CH:14]=[CH:13][CH:12]=2)[N:6]=1)=[O:4].[OH-].[Na+].